Regression. Given a peptide amino acid sequence and an MHC pseudo amino acid sequence, predict their binding affinity value. This is MHC class I binding data. From a dataset of Peptide-MHC class I binding affinity with 185,985 pairs from IEDB/IMGT. The peptide sequence is IFMLQKCDL. The MHC is HLA-B07:02 with pseudo-sequence HLA-B07:02. The binding affinity (normalized) is 0.0847.